From a dataset of Catalyst prediction with 721,799 reactions and 888 catalyst types from USPTO. Predict which catalyst facilitates the given reaction. Reactant: [CH3:1][N:2]([CH2:18][C:19]1[CH:24]=[CH:23][CH:22]=[C:21]([C:25](=[O:59])[NH:26][C:27]2[CH:32]=[CH:31][C:30]([N:33]3[CH2:38][CH2:37][CH2:36][CH2:35][CH2:34]3)=[CH:29][C:28]=2[C:39]2[CH:44]=[C:43]([C:45](=[O:58])[NH:46][CH2:47][C:48]3[CH:53]=[CH:52][CH:51]=[C:50]([C:54]([F:57])([F:56])[F:55])[CH:49]=3)[CH:42]=[CH:41][N:40]=2)[N:20]=1)[CH2:3][CH2:4][N:5]1[CH2:10][CH2:9][N:8]([C:11]([O:13]C(C)(C)C)=O)[CH2:7][CH2:6]1.Cl[CH2:61]Cl.C(O)(C(F)(F)F)=O.C(N(CC)C(C)C)(C)C.C(Cl)(=O)C. Product: [C:11]([N:8]1[CH2:7][CH2:6][N:5]([CH2:4][CH2:3][N:2]([CH2:18][C:19]2[N:20]=[C:21]([C:25]([NH:26][C:27]3[CH:32]=[CH:31][C:30]([N:33]4[CH2:34][CH2:35][CH2:36][CH2:37][CH2:38]4)=[CH:29][C:28]=3[C:39]3[CH:44]=[C:43]([C:45](=[O:58])[NH:46][CH2:47][C:48]4[CH:53]=[CH:52][CH:51]=[C:50]([C:54]([F:55])([F:57])[F:56])[CH:49]=4)[CH:42]=[CH:41][N:40]=3)=[O:59])[CH:22]=[CH:23][CH:24]=2)[CH3:1])[CH2:10][CH2:9]1)(=[O:13])[CH3:61]. The catalyst class is: 4.